This data is from Catalyst prediction with 721,799 reactions and 888 catalyst types from USPTO. The task is: Predict which catalyst facilitates the given reaction. (1) Reactant: [C:1](Cl)(=O)[C:2]([Cl:4])=[O:3].[O:7]1[CH2:12][CH2:11][N:10]([C:13]2[CH:14]=C([CH:19]=[CH:20][CH:21]=2)C(O)=O)[CH2:9][CH2:8]1. Product: [O:7]1[CH2:12][CH2:11][N:10]([C:13]2[CH:14]=[C:1]([CH:19]=[CH:20][CH:21]=2)[C:2]([Cl:4])=[O:3])[CH2:9][CH2:8]1. The catalyst class is: 59. (2) Reactant: [C:1]([NH:8][C@@H:9]([C:14]([OH:16])=O)[C:10]([CH3:13])([CH3:12])[CH3:11])([O:3][C:4]([CH3:7])([CH3:6])[CH3:5])=[O:2].C1C=CC2N(O)N=NC=2C=1.C(Cl)CCl.[NH:31]1[CH2:36][CH2:35][CH:34]([C:37]#[N:38])[CH2:33][CH2:32]1.C(N(CC)C(C)C)(C)C. Product: [C:4]([O:3][C:1](=[O:2])[NH:8][C@@H:9]([C:14]([N:31]1[CH2:36][CH2:35][CH:34]([C:37]#[N:38])[CH2:33][CH2:32]1)=[O:16])[C:10]([CH3:11])([CH3:12])[CH3:13])([CH3:5])([CH3:6])[CH3:7]. The catalyst class is: 3. (3) Reactant: [CH3:1][CH:2]1[C:6](=[O:7])[NH:5][N:4]=[CH:3]1.Br[CH2:9][C:10]([O:12][CH2:13][CH3:14])=[O:11].C(=O)([O-])[O-].[K+].[K+].CCCCCCC. Product: [CH2:13]([O:12][C:10](=[O:11])[CH2:9][N:4]1[CH:3]=[C:2]([CH3:1])[C:6](=[O:7])[NH:5]1)[CH3:14]. The catalyst class is: 13. (4) Reactant: [F:1][C:2]([F:25])([F:24])[C:3]1[CH:4]=[CH:5][C:6]2[C:10]([N:11]3[CH2:16][CH2:15][N:14]([CH2:17][C@@H:18]4[CH2:20][C@H:19]4[CH:21]=O)[CH2:13][CH2:12]3)=[CH:9][S:8][C:7]=2[CH:23]=1.[NH2:26][CH2:27][CH2:28][CH2:29][N:30]1[CH:34]=[CH:33][N:32]=[CH:31]1.[BH4-]. Product: [N:30]1([CH2:29][CH2:28][CH2:27][NH:26][CH2:21][C@@H:19]2[CH2:20][C@H:18]2[CH2:17][N:14]2[CH2:15][CH2:16][N:11]([C:10]3[C:6]4[CH:5]=[CH:4][C:3]([C:2]([F:25])([F:24])[F:1])=[CH:23][C:7]=4[S:8][CH:9]=3)[CH2:12][CH2:13]2)[CH:34]=[CH:33][N:32]=[CH:31]1. The catalyst class is: 2. (5) Reactant: [CH:1]1([O:6][C:7]2[N:15]=[C:14]3[C:10]([N:11]=[CH:12][N:13]3[C@@H:16]3[O:22][C@H:21]([CH3:23])[C@@H:19]([OH:20])[C@H:17]3[OH:18])=[C:9]([NH2:24])[N:8]=2)[CH2:5][CH2:4][CH2:3][CH2:2]1.CO[CH:27](OC)[C:28]1[CH:33]=[CH:32][CH:31]=[CH:30][CH:29]=1.P(Cl)(Cl)(Cl)=O. Product: [CH2:27]([O:18][C@@H:17]1[C@H:19]([OH:20])[C@@H:21]([CH3:23])[O:22][C@H:16]1[N:13]1[CH:12]=[N:11][C:10]2[C:14]1=[N:15][C:7]([O:6][CH:1]1[CH2:2][CH2:3][CH2:4][CH2:5]1)=[N:8][C:9]=2[NH2:24])[C:28]1[CH:33]=[CH:32][CH:31]=[CH:30][CH:29]=1. The catalyst class is: 290. (6) Reactant: C(O[BH-](OC(=O)C)OC(=O)C)(=O)C.[Na+].[F:15][C:16]1[CH:17]=[C:18]([CH:21]=[C:22]([F:25])[C:23]=1[F:24])[CH:19]=O.[CH2:26]([CH2:28][NH2:29])[OH:27].[OH-].[Na+].C(=O)(O)[O-].[Na+]. Product: [F:15][C:16]1[CH:17]=[C:18]([CH:21]=[C:22]([F:25])[C:23]=1[F:24])[CH2:19][NH:29][CH2:28][CH2:26][OH:27]. The catalyst class is: 559. (7) Product: [OH:25][CH:23]([CH3:24])[CH:18]=[CH:17][C:16]([O:20][CH2:21][CH3:22])=[O:19]. Reactant: CC1(C)CCCC(C)(C)N1.[Li]CCCC.[C:16]([O:20][CH2:21][CH3:22])(=[O:19])[C:17]#[CH:18].[CH:23](=[O:25])[CH3:24]. The catalyst class is: 134.